Dataset: Catalyst prediction with 721,799 reactions and 888 catalyst types from USPTO. Task: Predict which catalyst facilitates the given reaction. (1) Reactant: [CH3:1][NH:2][S:3]([C:6]([F:30])([F:29])[C:7]([F:28])([F:27])[C:8]([F:26])([F:25])[C:9]([F:24])([F:23])[C:10]([F:22])([F:21])[C:11]([F:20])([F:19])[C:12]([F:18])([F:17])[C:13]([F:16])([F:15])[F:14])(=[O:5])=[O:4].CS(C)=O.[OH-].[K+].[CH2:37](Br)[CH:38]=[CH2:39]. Product: [C:6]([S:3]([N:2]([CH2:39][CH:38]=[CH2:37])[CH3:1])(=[O:5])=[O:4])([C:7]([C:8]([C:9]([C:10]([C:11]([C:12]([C:13]([F:16])([F:15])[F:14])([F:18])[F:17])([F:19])[F:20])([F:21])[F:22])([F:23])[F:24])([F:25])[F:26])([F:27])[F:28])([F:30])[F:29]. The catalyst class is: 6. (2) Reactant: [CH3:1][N:2]1[C:6]2[C:7]([CH:11]=[CH2:12])=[CH:8][CH:9]=[CH:10][C:5]=2[N:4]=[C:3]1[NH2:13].C1COCC1.[CH2:19]([O:26][C:27](N1C(=O)C2C(=CC=CC=2)C1=O)=[O:28])[C:20]1[CH:25]=[CH:24][CH:23]=[CH:22][CH:21]=1. The catalyst class is: 2. Product: [CH2:19]([O:26][C:27](=[O:28])/[N:13]=[C:3]1\[NH:4][C:5]2[CH:10]=[CH:9][CH:8]=[C:7]([CH:11]=[CH2:12])[C:6]=2[N:2]\1[CH3:1])[C:20]1[CH:25]=[CH:24][CH:23]=[CH:22][CH:21]=1. (3) Reactant: Cl.[F:2][C:3]1[C:4]([C:19]2[O:20][CH:21]=[CH:22][N:23]=2)=[C:5]([C:9]([N:11]2[CH2:18][CH:17]3[CH:13]([CH2:14][NH:15][CH2:16]3)[CH2:12]2)=[O:10])[CH:6]=[CH:7][CH:8]=1.Cl[C:25]1[N:30]=[C:29]([CH3:31])[C:28]([F:32])=[CH:27][N:26]=1.CCN(C(C)C)C(C)C. Product: [F:32][C:28]1[C:29]([CH3:31])=[N:30][C:25]([N:15]2[CH2:16][CH:17]3[CH:13]([CH2:12][N:11]([C:9]([C:5]4[CH:6]=[CH:7][CH:8]=[C:3]([F:2])[C:4]=4[C:19]4[O:20][CH:21]=[CH:22][N:23]=4)=[O:10])[CH2:18]3)[CH2:14]2)=[N:26][CH:27]=1. The catalyst class is: 23. (4) Reactant: ClC(Cl)(Cl)C(OC(=O)C(Cl)(Cl)Cl)=O.CS(C)=O.[C:18]([Si:22]([C:49]1[CH:54]=[CH:53][CH:52]=[CH:51][CH:50]=1)([C:43]1[CH:48]=[CH:47][CH:46]=[CH:45][CH:44]=1)[O:23][CH:24]1[CH:28]([CH2:29][OH:30])[O:27][CH:26]([N:31]2[CH:36]=[CH:35][C:34](=[O:37])[NH:33][C:32]2=[O:38])[CH:25]1[O:39][C:40](=[O:42])[CH3:41])([CH3:21])([CH3:20])[CH3:19].C(N(CC)CC)C. Product: [C:18]([Si:22]([C:49]1[CH:54]=[CH:53][CH:52]=[CH:51][CH:50]=1)([C:43]1[CH:44]=[CH:45][CH:46]=[CH:47][CH:48]=1)[O:23][CH:24]1[CH:28]([CH:29]=[O:30])[O:27][CH:26]([N:31]2[CH:36]=[CH:35][C:34](=[O:37])[NH:33][C:32]2=[O:38])[CH:25]1[O:39][C:40](=[O:42])[CH3:41])([CH3:19])([CH3:20])[CH3:21]. The catalyst class is: 96. (5) Reactant: [OH:1][C:2]1[C:3]([N+:14]([O-:16])=[O:15])=[C:4]([CH:10]=[CH:11][C:12]=1[OH:13])[C:5]([O:7][CH2:8][CH3:9])=[O:6].Br[CH2:18][CH2:19]Br.C(=O)([O-])[O-].[K+].[K+]. Product: [N+:14]([C:3]1[C:2]2[O:1][CH2:19][CH2:18][O:13][C:12]=2[CH:11]=[CH:10][C:4]=1[C:5]([O:7][CH2:8][CH3:9])=[O:6])([O-:16])=[O:15]. The catalyst class is: 3. (6) Reactant: ClC(Cl)(OC(=O)[O:6][C:7]([Cl:10])(Cl)Cl)Cl.N1C=CC=CC=1.[C:19]([C:23]1[CH:33]=[CH:32][CH:31]=[CH:30][C:24]=1[O:25][CH2:26][CH2:27][NH:28][CH3:29])([CH3:22])([CH3:21])[CH3:20]. Product: [C:19]([C:23]1[CH:33]=[CH:32][CH:31]=[CH:30][C:24]=1[O:25][CH2:26][CH2:27][N:28]([CH3:29])[C:7]([Cl:10])=[O:6])([CH3:22])([CH3:20])[CH3:21]. The catalyst class is: 473. (7) Reactant: [N:1]1[CH:2]=[C:3]([CH2:10][OH:11])[N:4]2[C:9]=1[CH:8]=[CH:7][CH:6]=[N:5]2.CC(OI1(OC(C)=O)(OC(C)=O)OC(=O)C2C=CC=CC1=2)=O. Product: [N:1]1[CH:2]=[C:3]([CH:10]=[O:11])[N:4]2[C:9]=1[CH:8]=[CH:7][CH:6]=[N:5]2. The catalyst class is: 2. (8) Reactant: [Br:1][C:2]1[CH:3]=[C:4]2[C:9](Cl)=[C:8]([C:11]([NH2:13])=[O:12])[CH:7]=[N:6][N:5]2[CH:14]=1.[CH3:15][C:16]1([CH3:22])[CH2:20][CH2:19][CH2:18][C@H:17]1[NH2:21].C(C1C=NN2C=C(C(OCC)=O)C=C2C=1N[C@@H]1CCCC1(C)C)(=O)N.CCN(C(C)C)C(C)C. Product: [Br:1][C:2]1[CH:3]=[C:4]2[C:9]([NH:21][C@@H:17]3[CH2:18][CH2:19][CH2:20][C:16]3([CH3:22])[CH3:15])=[C:8]([C:11]([NH2:13])=[O:12])[CH:7]=[N:6][N:5]2[CH:14]=1. The catalyst class is: 18. (9) Reactant: [F-].C([N+](CCCC)(CCCC)CCCC)CCC.[F:19][C:20]1[CH:21]=[CH:22][C:23]2[N:24]([C:26]([C:29]3[N:37]=[C:36]4[C:32]([N:33](COCC[Si](C)(C)C)[C:34](=[O:44])[N:35]4[CH:38]4[CH2:43][CH2:42][O:41][CH2:40][CH2:39]4)=[C:31]([N:53]4[CH2:58][CH2:57][N:56](C(OC(C)(C)C)=O)[CH2:55][CH2:54]4)[N:30]=3)=[CH:27][N:28]=2)[CH:25]=1.FC(F)(F)C(O)=O.C(=O)([O-])O.[Na+]. Product: [F:19][C:20]1[CH:21]=[CH:22][C:23]2[N:24]([C:26]([C:29]3[N:37]=[C:36]4[C:32]([NH:33][C:34](=[O:44])[N:35]4[CH:38]4[CH2:39][CH2:40][O:41][CH2:42][CH2:43]4)=[C:31]([N:53]4[CH2:54][CH2:55][NH:56][CH2:57][CH2:58]4)[N:30]=3)=[CH:27][N:28]=2)[CH:25]=1. The catalyst class is: 2. (10) Reactant: [C:1]([O:4][CH2:5][C:6]1[CH:11]=[C:10]([C:12]#[N:13])[CH:9]=[CH:8][C:7]=1Br)(=[O:3])[CH3:2].[B:15]1([B:15]2[O:19][C:18]([CH3:21])([CH3:20])[C:17]([CH3:23])([CH3:22])[O:16]2)[O:19][C:18]([CH3:21])([CH3:20])[C:17]([CH3:23])([CH3:22])[O:16]1.CC([O-])=O.[K+]. Product: [C:1]([O:4][CH2:5][C:6]1[CH:11]=[C:10]([C:12]#[N:13])[CH:9]=[CH:8][C:7]=1[B:15]1[O:19][C:18]([CH3:21])([CH3:20])[C:17]([CH3:23])([CH3:22])[O:16]1)(=[O:3])[CH3:2]. The catalyst class is: 75.